This data is from Reaction yield outcomes from USPTO patents with 853,638 reactions. The task is: Predict the reaction yield, written as a fraction of the theoretical maximum amount of product (1.0 means a 100% yield; for example, 0.34 means a 34% yield). The yield is 0.0300. The reactants are [CH:1]12[O:8][CH:5]([CH2:6][CH2:7]1)[CH2:4][CH:3]([O:9][C:10]1[CH:19]=[C:18]3[C:13]([C:14]([NH:20][C:21]4[CH:26]=[CH:25][C:24]([F:27])=[C:23]([Cl:28])[CH:22]=4)=[N:15][CH:16]=[N:17]3)=[CH:12][C:11]=1[NH:29][C:30](=[O:35])/[CH:31]=[CH:32]/[CH2:33]Br)[CH2:2]2.[NH:36]1[CH2:41][CH2:40][CH2:39][CH2:38][CH2:37]1.C(=O)([O-])[O-].[Cs+].[Cs+].O. The product is [CH:1]12[O:8][CH:5]([CH2:6][CH2:7]1)[CH2:4][CH:3]([O:9][C:10]1[CH:19]=[C:18]3[C:13]([C:14]([NH:20][C:21]4[CH:26]=[CH:25][C:24]([F:27])=[C:23]([Cl:28])[CH:22]=4)=[N:15][CH:16]=[N:17]3)=[CH:12][C:11]=1[NH:29][C:30](=[O:35])/[CH:31]=[CH:32]/[CH2:33][N:36]1[CH2:41][CH2:40][CH2:39][CH2:38][CH2:37]1)[CH2:2]2. The catalyst is C(#N)C.